From a dataset of Reaction yield outcomes from USPTO patents with 853,638 reactions. Predict the reaction yield, written as a fraction of the theoretical maximum amount of product (1.0 means a 100% yield; for example, 0.34 means a 34% yield). (1) The reactants are [CH:1]([C:3]1[NH:7][C:6]([C:8]([OH:10])=O)=[C:5]([CH3:11])[CH:4]=1)=[O:2].C1C=CC2N(O)N=NC=2C=1.C(Cl)CCl.[NH:26]1[CH2:31][CH2:30][O:29][CH2:28][CH2:27]1. The catalyst is CN(C=O)C.C(OCC)(=O)C. The product is [CH3:11][C:5]1[CH:4]=[C:3]([CH:1]=[O:2])[NH:7][C:6]=1[C:8]([N:26]1[CH2:31][CH2:30][O:29][CH2:28][CH2:27]1)=[O:10]. The yield is 0.890. (2) The reactants are [Cl:1][C:2]1[CH:3]=[C:4]([C:33]2[CH:38]=[CH:37][C:36]([C:39]([OH:41])=O)=[CH:35][CH:34]=2)[CH:5]=[C:6]([Cl:32])[C:7]=1[CH2:8][C@@H:9]1[CH2:13][CH2:12][N:11]([N:14]2[CH2:19][CH2:18][CH:17]([O:20][Si:21]([CH:28]([CH3:30])[CH3:29])([CH:25]([CH3:27])[CH3:26])[CH:22]([CH3:24])[CH3:23])[CH2:16][CH2:15]2)[C:10]1=[O:31].C(N1C=CN=C1)(N1C=CN=C1)=O.Cl.[F:55][C:56]1([F:62])[CH2:61][CH2:60][NH:59][CH2:58][CH2:57]1.C(N(C(C)C)CC)(C)C. The catalyst is C(Cl)Cl.C(OCC)(=O)C. The product is [Cl:32][C:6]1[CH:5]=[C:4]([C:33]2[CH:34]=[CH:35][C:36]([C:39]([N:59]3[CH2:60][CH2:61][C:56]([F:62])([F:55])[CH2:57][CH2:58]3)=[O:41])=[CH:37][CH:38]=2)[CH:3]=[C:2]([Cl:1])[C:7]=1[CH2:8][C@@H:9]1[CH2:13][CH2:12][N:11]([N:14]2[CH2:15][CH2:16][CH:17]([O:20][Si:21]([CH:25]([CH3:26])[CH3:27])([CH:22]([CH3:24])[CH3:23])[CH:28]([CH3:29])[CH3:30])[CH2:18][CH2:19]2)[C:10]1=[O:31]. The yield is 0.810.